This data is from Full USPTO retrosynthesis dataset with 1.9M reactions from patents (1976-2016). The task is: Predict the reactants needed to synthesize the given product. (1) Given the product [C:7]1([CH2:13][CH2:14][CH2:15][CH2:16][CH2:17][OH:18])[CH:12]=[CH:11][CH:10]=[CH:9][CH:8]=1, predict the reactants needed to synthesize it. The reactants are: [H-].[H-].[H-].[H-].[Li+].[Al+3].[C:7]1([CH2:13][CH2:14][CH2:15][CH2:16][C:17](O)=[O:18])[CH:12]=[CH:11][CH:10]=[CH:9][CH:8]=1.O.[OH-].[K+]. (2) Given the product [Cl:1][C:2]1[CH:3]=[C:4]([C:9]2([OH:25])[CH2:12][C:11]3([CH2:13][CH2:14][N:15]([C:18]([NH:41][C:42]4[O:46][N:45]=[C:44]([CH3:47])[C:43]=4[CH3:48])=[O:19])[CH2:16][CH2:17]3)[CH2:10]2)[CH:5]=[CH:6][C:7]=1[F:8], predict the reactants needed to synthesize it. The reactants are: [Cl:1][C:2]1[CH:3]=[C:4]([C:9]2([OH:25])[CH2:12][C:11]3([CH2:17][CH2:16][N:15]([C:18](OC(C)(C)C)=[O:19])[CH2:14][CH2:13]3)[CH2:10]2)[CH:5]=[CH:6][C:7]=1[F:8].Cl.O1CCOCC1.C1(OC(=O)[NH:41][C:42]2[O:46][N:45]=[C:44]([CH3:47])[C:43]=2[CH3:48])C=CC=CC=1.CCN(C(C)C)C(C)C. (3) Given the product [CH3:19][S:20]([O:1][CH2:2][CH2:3][NH:4][C:5]([O:6][C:7]([CH3:8])([CH3:10])[CH3:9])=[O:11])(=[O:22])=[O:21], predict the reactants needed to synthesize it. The reactants are: [OH:1][CH2:2][CH2:3][NH:4][C:5](=[O:11])[O:6][C:7]([CH3:10])([CH3:9])[CH3:8].C(N(CC)CC)C.[CH3:19][S:20](Cl)(=[O:22])=[O:21].O.